This data is from Reaction yield outcomes from USPTO patents with 853,638 reactions. The task is: Predict the reaction yield, written as a fraction of the theoretical maximum amount of product (1.0 means a 100% yield; for example, 0.34 means a 34% yield). (1) The reactants are N(C(OCC)=O)=NC(OCC)=O.[Br:13][C:14]1[CH:33]=[CH:32][C:17]([NH:18][C:19]2[C:28]3[C:23](=[CH:24][C:25]([OH:31])=[C:26]([O:29][CH3:30])[CH:27]=3)[N:22]=[CH:21][N:20]=2)=[C:16]([F:34])[CH:15]=1.C1(P(C2C=CC=CC=2)C2C=CC=CC=2)C=CC=CC=1.O[CH2:55][CH2:56][N:57]1[CH2:61][CH2:60][CH2:59][C:58]1=[O:62].C(Cl)[Cl:64]. No catalyst specified. The product is [ClH:64].[Br:13][C:14]1[CH:33]=[CH:32][C:17]([NH:18][C:19]2[C:28]3[C:23](=[CH:24][C:25]([O:31][CH2:55][CH2:56][N:57]4[CH2:61][CH2:60][CH2:59][C:58]4=[O:62])=[C:26]([O:29][CH3:30])[CH:27]=3)[N:22]=[CH:21][N:20]=2)=[C:16]([F:34])[CH:15]=1. The yield is 0.600. (2) The reactants are [O:1]=[O+][O-].[Cl:4][C:5]1[CH:6]=[C:7]([C:12]2([C:23]([O:25][CH3:26])=[O:24])[CH2:14][CH:13]2/[CH:15]=C/C2C=CC=CC=2)[CH:8]=[CH:9][C:10]=1[Cl:11].C1C=CC(P(C2C=CC=CC=2)C2C=CC=CC=2)=CC=1. The catalyst is C(Cl)Cl. The product is [Cl:4][C:5]1[CH:6]=[C:7]([C:12]2([C:23]([O:25][CH3:26])=[O:24])[CH2:14][CH:13]2[CH:15]=[O:1])[CH:8]=[CH:9][C:10]=1[Cl:11]. The yield is 0.800. (3) The yield is 0.630. The reactants are OS(C(F)(F)F)(=O)=O.N1C=CN=CC=1.[N:15]1[CH:20]=[CH:19][CH:18]=[N:17][C:16]=1[N:21]1[CH2:26][CH2:25][NH:24][CH2:23][CH2:22]1.[CH3:27][C:28]1[C:29](=O)[NH:30][CH:31]=[C:32]([C:34]2[CH:39]=[CH:38][CH:37]=[CH:36][CH:35]=2)[N:33]=1.FC(F)(F)S(O)(=O)=O.[O-]S(C(F)(F)F)(=O)=O. The product is [CH3:27][C:28]1[C:29]([N:24]2[CH2:25][CH2:26][N:21]([C:16]3[N:17]=[CH:18][CH:19]=[CH:20][N:15]=3)[CH2:22][CH2:23]2)=[N:30][CH:31]=[C:32]([C:34]2[CH:35]=[CH:36][CH:37]=[CH:38][CH:39]=2)[N:33]=1. The catalyst is CN(C1C=CN=CC=1)C.N1C=CC=CC=1.C(Cl)Cl.C(OCC)(=O)C. (4) The reactants are [Cl:1][C:2]1[CH:3]=[C:4]([CH:24]=[CH:25][CH:26]=1)[C:5]([NH:7][C:8]1[C:9]([N:15]2[CH2:20][CH2:19][CH:18]([CH:21](O)C)[CH2:17][CH2:16]2)=[N:10][CH:11]=[C:12]([Cl:14])[CH:13]=1)=[O:6].C1(P(C2C=CC=CC=2)C2C=CC=CC=2)C=CC=CC=1.C(Br)(Br)(Br)[Br:47]. The catalyst is C(Cl)Cl. The product is [Br:47][CH2:21][CH:18]1[CH2:19][CH2:20][N:15]([C:9]2[C:8]([NH:7][C:5](=[O:6])[C:4]3[CH:24]=[CH:25][CH:26]=[C:2]([Cl:1])[CH:3]=3)=[CH:13][C:12]([Cl:14])=[CH:11][N:10]=2)[CH2:16][CH2:17]1. The yield is 0.150.